Dataset: Full USPTO retrosynthesis dataset with 1.9M reactions from patents (1976-2016). Task: Predict the reactants needed to synthesize the given product. (1) Given the product [CH:15]1([CH2:21][N:1]2[CH2:2][CH2:3][CH:4]([NH:7][C:8](=[O:14])[O:9][C:10]([CH3:11])([CH3:13])[CH3:12])[CH2:5][CH2:6]2)[CH2:20][CH2:19][CH2:18][CH2:17][CH2:16]1, predict the reactants needed to synthesize it. The reactants are: [NH:1]1[CH2:6][CH2:5][CH:4]([NH:7][C:8](=[O:14])[O:9][C:10]([CH3:13])([CH3:12])[CH3:11])[CH2:3][CH2:2]1.[CH:15]1([CH:21]=O)[CH2:20][CH2:19][CH2:18][CH2:17][CH2:16]1. (2) The reactants are: [CH:1]([C:4]1[CH:5]=[C:6]([C:10]2([N:13]3[CH2:17][C@H:16]([C@@H:18]([NH:29][C:30](=[O:32])[CH3:31])[CH2:19][C:20]4[CH:25]=[CH:24][C:23]([N+:26]([O-])=O)=[CH:22][CH:21]=4)[O:15][C:14]3=[O:33])[CH2:12][CH2:11]2)[CH:7]=[CH:8][CH:9]=1)([CH3:3])[CH3:2].O.[BH4-].[Na+]. Given the product [NH2:26][C:23]1[CH:24]=[CH:25][C:20]([CH2:19][C@H:18]([NH:29][C:30](=[O:32])[CH3:31])[C@@H:16]2[O:15][C:14](=[O:33])[N:13]([C:10]3([C:6]4[CH:7]=[CH:8][CH:9]=[C:4]([CH:1]([CH3:3])[CH3:2])[CH:5]=4)[CH2:12][CH2:11]3)[CH2:17]2)=[CH:21][CH:22]=1, predict the reactants needed to synthesize it. (3) The reactants are: [NH:1]1[CH2:5][CH2:4][C@@H:3]([N:6]2[CH:10]=[C:9]([O:11][C:12]3[N:13]=[C:14]([OH:22])[C:15]4[CH:21]=[CH:20][N:19]=[CH:18][C:16]=4[N:17]=3)[CH:8]=[N:7]2)[CH2:2]1.[C:23](Cl)(=[O:25])[CH3:24]. Given the product [OH:22][C:14]1[C:15]2[CH:21]=[CH:20][N:19]=[CH:18][C:16]=2[N:17]=[C:12]([O:11][C:9]2[CH:8]=[N:7][N:6]([C@@H:3]3[CH2:4][CH2:5][N:1]([C:23](=[O:25])[CH3:24])[CH2:2]3)[CH:10]=2)[N:13]=1, predict the reactants needed to synthesize it.